Dataset: Forward reaction prediction with 1.9M reactions from USPTO patents (1976-2016). Task: Predict the product of the given reaction. The product is: [F:1][C:2]1[C:7]([O:8][CH3:9])=[CH:6][C:5]2=[N:10][S:13][N:11]=[C:4]2[CH:3]=1. Given the reactants [F:1][C:2]1[C:7]([O:8][CH3:9])=[CH:6][C:5]([NH2:10])=[C:4]([NH2:11])[CH:3]=1.O=[S:13](Cl)Cl, predict the reaction product.